Dataset: Forward reaction prediction with 1.9M reactions from USPTO patents (1976-2016). Task: Predict the product of the given reaction. (1) Given the reactants [Cl:1][C:2]1[CH:7]=[CH:6][CH:5]=[CH:4][C:3]=1[C:8](=[CH:25]N(C)C)[C:9]([C:11]1[S:24][C:14]2[C:15]3[CH:23]=[CH:22][CH:21]=[CH:20][C:16]=3[O:17][CH2:18][CH2:19][C:13]=2[CH:12]=1)=O.C(=O)([O-])[O-].[K+].[K+].Cl.[NH2:36][C:37]([NH2:39])=[NH:38], predict the reaction product. The product is: [Cl:1][C:2]1[CH:7]=[CH:6][CH:5]=[CH:4][C:3]=1[C:8]1[C:9]([C:11]2[S:24][C:14]3[C:15]4[CH:23]=[CH:22][CH:21]=[CH:20][C:16]=4[O:17][CH2:18][CH2:19][C:13]=3[CH:12]=2)=[N:38][C:37]([NH2:39])=[N:36][CH:25]=1. (2) Given the reactants Br[C:2]1[CH:7]=[C:6]([Cl:8])[CH:5]=[CH:4][C:3]=1[CH:9]([F:11])[F:10].[C:12]([O:16][C:17]([CH3:20])([CH3:19])[CH3:18])(=[O:15])[CH:13]=[CH2:14], predict the reaction product. The product is: [Cl:8][C:6]1[CH:5]=[CH:4][C:3]([CH:9]([F:11])[F:10])=[C:2](/[CH:14]=[CH:13]/[C:12]([O:16][C:17]([CH3:20])([CH3:19])[CH3:18])=[O:15])[CH:7]=1.